From a dataset of Reaction yield outcomes from USPTO patents with 853,638 reactions. Predict the reaction yield, written as a fraction of the theoretical maximum amount of product (1.0 means a 100% yield; for example, 0.34 means a 34% yield). The reactants are [C:1]([O:5][C:6](=[O:26])[NH:7][S:8]([CH2:11]P(C1C=CC=CC=1)(C1C=CC=CC=1)=O)(=[O:10])=[O:9])([CH3:4])([CH3:3])[CH3:2].[H-].[Na+].[C:29]1([C:35]2[CH:44]=[CH:43][CH:42]=[C:41]3[C:36]=2[C:37]([NH:53][CH2:54][C:55]2[CH:60]=[CH:59][CH:58]=[CH:57][N:56]=2)=N[C:39]([C:45]2[CH:46]=[N:47][CH:48]=[C:49]([CH:52]=2)[CH:50]=O)=[N:40]3)[CH:34]=[CH:33][CH:32]=[CH:31][CH:30]=1.[Cl-].[NH4+:62]. The catalyst is CN(C)C=O. The product is [C:29]1([C:35]2[CH:44]=[CH:43][CH:42]=[C:41]3[C:36]=2[C:37]([NH:53][CH2:54][C:55]2[CH:60]=[CH:59][CH:58]=[CH:57][N:56]=2)=[N:62][C:39]([C:45]2[CH:52]=[C:49](/[CH:50]=[CH:11]/[S:8]([NH:7][C:6](=[O:26])[O:5][C:1]([CH3:3])([CH3:2])[CH3:4])(=[O:10])=[O:9])[CH:48]=[N:47][CH:46]=2)=[N:40]3)[CH:34]=[CH:33][CH:32]=[CH:31][CH:30]=1. The yield is 0.620.